From a dataset of Full USPTO retrosynthesis dataset with 1.9M reactions from patents (1976-2016). Predict the reactants needed to synthesize the given product. (1) Given the product [F:64][C:47]1[CH:48]=[C:49]([O:52][CH2:53][C@@H:54]([NH:56][C:57](=[O:63])[O:58][C:59]([CH3:61])([CH3:60])[CH3:62])[CH3:55])[CH:50]=[N:51][C:46]=1[C:44]1[O:35][C:36]2[CH:41]=[C:40]([OH:42])[CH:39]=[CH:38][C:37]=2[N:43]=1, predict the reactants needed to synthesize it. The reactants are: C(N(CC)CC)C.ClC(Cl)(Cl)C(Cl)(Cl)Cl.C1(P(C2C=CC=CC=2)C2C=CC=CC=2)C=CC=CC=1.[OH:35][C:36]1[CH:41]=[C:40]([OH:42])[CH:39]=[CH:38][C:37]=1[NH:43][C:44]([C:46]1[N:51]=[CH:50][C:49]([O:52][CH2:53][C@@H:54]([NH:56][C:57](=[O:63])[O:58][C:59]([CH3:62])([CH3:61])[CH3:60])[CH3:55])=[CH:48][C:47]=1[F:64])=O. (2) Given the product [CH3:56][O:55][C:49]1[CH:48]=[C:47]([N:37]2[C:36](=[O:57])[N:5]([CH2:4][C:3]3[C:2]([F:1])=[CH:9][C:8]([F:10])=[CH:7][C:6]=3[F:11])[C:40]3[N:41]=[CH:42][CH:43]=[CH:44][C:39]=3[S:38]2(=[O:45])=[O:46])[CH:52]=[N:14][C:50]=1[O:53][CH3:54], predict the reactants needed to synthesize it. The reactants are: [F:1][C:2]1[CH:9]=[C:8]([F:10])[CH:7]=[C:6]([F:11])[C:3]=1[CH2:4][NH2:5].C(N1C=CN=C1)([N:14]1C=CN=C1)=O.C(N(CC)CC)C.FC1C=C(OC)C=C(F)C=1CN1[C:40]2[N:41]=[CH:42][CH:43]=[CH:44][C:39]=2[S:38](=[O:46])(=[O:45])[N:37]([C:47]2[CH:52]=C[C:50]([O:53][CH3:54])=[C:49]([O:55][CH3:56])[CH:48]=2)[C:36]1=[O:57].